This data is from Full USPTO retrosynthesis dataset with 1.9M reactions from patents (1976-2016). The task is: Predict the reactants needed to synthesize the given product. (1) Given the product [NH2:13][C:11]1[S:12][C:8]2[CH2:7][CH2:6][C:5]3[C:14](=[CH:15][CH:16]=[C:3]([OH:2])[CH:4]=3)[C:9]=2[N:10]=1, predict the reactants needed to synthesize it. The reactants are: C[O:2][C:3]1[CH:4]=[C:5]2[C:14](=[CH:15][CH:16]=1)[C:9]1[N:10]=[C:11]([NH2:13])[S:12][C:8]=1[CH2:7][CH2:6]2. (2) Given the product [O:23]=[CH:15][C@@H:14]([C@H:12]([C@@H:11]([CH2:10][OH:25])[OH:24])[OH:13])[OH:36], predict the reactants needed to synthesize it. The reactants are: C[C@@]1(O)C2C=CC=C(O)C=2[C:15]([OH:23])=[C:14]2[C@@H]1[C@H](O)[C@@H]1[C@:11]([OH:24])([C:12]2=[O:13])[C:10]([OH:25])=C(C(N)=O)C(=O)[C@H]1N(C)C.C([OH:36])C. (3) Given the product [Br:1][C:2]1[S:6][C:5]([CH:7]2[N:11]([C:12]3[CH:17]=[CH:16][C:15]([F:18])=[CH:14][C:13]=3[F:19])[N:10]=[C:9]([CH:20]([OH:21])[C:22]([F:25])([F:24])[F:23])[CH2:8]2)=[CH:4][CH:3]=1, predict the reactants needed to synthesize it. The reactants are: [Br:1][C:2]1[S:6][C:5]([CH:7]2[N:11]([C:12]3[CH:17]=[CH:16][C:15]([F:18])=[CH:14][C:13]=3[F:19])[N:10]=[C:9]([CH:20]=[O:21])[CH2:8]2)=[CH:4][CH:3]=1.[C:22]([Si](C)(C)C)([F:25])([F:24])[F:23].Cl. (4) Given the product [C:28]([C:27]1[CH:32]=[CH:33][C:24]([NH:23][C:20]2[N:19]=[C:18]([N:34]([CH3:38])[CH2:35][CH2:36][CH3:37])[C:17]([C:16]#[C:15][CH2:14][CH2:13][CH2:12][NH:3][C:2]([C:10]3[CH:9]=[CH:8][CH:7]=[CH:6][C:5]=3[C:4]([OH:39])=[O:11])=[O:1])=[CH:22][N:21]=2)=[CH:25][CH:26]=1)([OH:30])=[O:29], predict the reactants needed to synthesize it. The reactants are: [O:1]=[C:2]1[C:10]2[C:5](=[CH:6][CH:7]=[CH:8][CH:9]=2)[C:4](=[O:11])[N:3]1[CH2:12][CH2:13][CH2:14][C:15]#[C:16][C:17]1[C:18]([N:34]([CH3:38])[CH2:35][CH2:36][CH3:37])=[N:19][C:20]([NH:23][C:24]2[CH:33]=[CH:32][C:27]([C:28]([O:30]C)=[O:29])=[CH:26][CH:25]=2)=[N:21][CH:22]=1.[OH-:39].[Na+].Cl. (5) Given the product [N:7]1[CH:12]=[CH:11][CH:10]=[CH:9][C:8]=1[CH2:13][CH2:14][NH:15][C:26]([C:24]1[S:25][C:18]2[C:19](=[N:20][CH:21]=[CH:22][C:17]=2[Cl:16])[CH:23]=1)=[O:27], predict the reactants needed to synthesize it. The reactants are: N1C=CC=CC=1.[N:7]1[CH:12]=[CH:11][CH:10]=[CH:9][C:8]=1[CH2:13][CH2:14][NH2:15].[Cl:16][C:17]1[CH:22]=[CH:21][N:20]=[C:19]2[CH:23]=[C:24]([C:26]([O-])=[O:27])[S:25][C:18]=12.[Li+]. (6) Given the product [Br:6][C:7]1[CH:8]=[CH:9][C:10]([CH2:13][CH:14]([NH:21][C:22](=[O:28])[O:23][C:24]([CH3:25])([CH3:26])[CH3:27])[C:15](=[O:16])[CH2:1][CH2:2][CH3:3])=[CH:11][CH:12]=1, predict the reactants needed to synthesize it. The reactants are: [CH2:1]([Mg]Br)[CH2:2][CH3:3].[Br:6][C:7]1[CH:12]=[CH:11][C:10]([CH2:13][CH:14]([NH:21][C:22](=[O:28])[O:23][C:24]([CH3:27])([CH3:26])[CH3:25])[C:15](N(OC)C)=[O:16])=[CH:9][CH:8]=1. (7) Given the product [F:32][C:24]1[CH:23]=[C:22]([CH2:21][N:6]2[C:7]3[C:3](=[C:2]([F:1])[CH:10]=[CH:9][CH:8]=3)[C:4]([C:11](=[O:12])[NH:13][CH:14]3[CH2:19][CH2:18][O:17][CH2:16][CH2:15]3)=[CH:5]2)[CH:31]=[CH:30][C:25]=1[C:26]([O:28][CH3:29])=[O:27], predict the reactants needed to synthesize it. The reactants are: [F:1][C:2]1[CH:10]=[CH:9][CH:8]=[C:7]2[C:3]=1[C:4]([C:11]([NH:13][CH:14]1[CH2:19][CH2:18][O:17][CH2:16][CH2:15]1)=[O:12])=[CH:5][NH:6]2.Br[CH2:21][C:22]1[CH:31]=[CH:30][C:25]([C:26]([O:28][CH3:29])=[O:27])=[C:24]([F:32])[CH:23]=1.